From a dataset of Full USPTO retrosynthesis dataset with 1.9M reactions from patents (1976-2016). Predict the reactants needed to synthesize the given product. (1) Given the product [C:1]([C:5]1[CH:10]=[CH:9][C:8]([CH2:11][O:12][CH3:13])=[CH:7][C:6]=1[CH2:14][NH:15][C:29]([NH:28][C:25]1[N:24]([C:38]2[CH:39]=[CH:40][CH:41]=[CH:42][CH:43]=2)[N:23]=[C:22]([C:20]2[CH:19]=[N:18][N:17]([CH3:16])[CH:21]=2)[C:26]=1[CH3:27])=[O:30])([CH3:4])([CH3:2])[CH3:3], predict the reactants needed to synthesize it. The reactants are: [C:1]([C:5]1[CH:10]=[CH:9][C:8]([CH2:11][O:12][CH3:13])=[CH:7][C:6]=1[CH2:14][NH2:15])([CH3:4])([CH3:3])[CH3:2].[CH3:16][N:17]1[CH:21]=[C:20]([C:22]2[C:26]([CH3:27])=[C:25]([NH:28][C:29](=O)[O:30]C3C=CC=CC=3)[N:24]([C:38]3[CH:43]=[CH:42][CH:41]=[CH:40][CH:39]=3)[N:23]=2)[CH:19]=[N:18]1. (2) The reactants are: Br[C:2]1[CH:3]=[CH:4][C:5]2[C:6]3[S:15][C:14]([CH2:16][CH2:17][CH3:18])=[N:13][C:7]=3[C:8]([NH2:12])=[N:9][C:10]=2[CH:11]=1.[N:19]1([C:24]([C:26]2[CH:27]=[C:28](B(O)O)[CH:29]=[CH:30][CH:31]=2)=[O:25])[CH2:23][CH2:22][CH2:21][CH2:20]1. Given the product [CH2:16]([C:14]1[S:15][C:6]2[C:5]3[CH:4]=[CH:3][C:2]([C:30]4[CH:29]=[CH:28][CH:27]=[C:26]([C:24]([N:19]5[CH2:20][CH2:21][CH2:22][CH2:23]5)=[O:25])[CH:31]=4)=[CH:11][C:10]=3[N:9]=[C:8]([NH2:12])[C:7]=2[N:13]=1)[CH2:17][CH3:18], predict the reactants needed to synthesize it. (3) Given the product [CH:11]([C:4]1[CH:3]=[C:2]([C:14]#[N:15])[C:10]2[O:9][CH2:8][CH2:7][C:6]=2[CH:5]=1)=[O:12], predict the reactants needed to synthesize it. The reactants are: Br[C:2]1[C:10]2[O:9][CH2:8][CH2:7][C:6]=2[CH:5]=[C:4]([CH:11]=[O:12])[CH:3]=1.[Cu][C:14]#[N:15]. (4) Given the product [Cl:6][C:7]1[CH:12]=[CH:11][N:10]2[C:9]([CH:8]=1)=[CH:13][C:3]([CH3:4])=[CH:2]2, predict the reactants needed to synthesize it. The reactants are: Br[CH2:2][C:3](=O)[CH3:4].[Cl:6][C:7]1[CH:12]=[CH:11][N:10]=[C:9]([CH3:13])[CH:8]=1. (5) Given the product [CH3:2][C:3]1([CH3:21])[O:8][CH2:7][CH:6]([CH2:9][O:10][C:11]2[C:16]([CH3:17])=[CH:15][N:14]=[C:13]([CH2:18][OH:19])[C:12]=2[CH3:20])[CH2:5][O:4]1, predict the reactants needed to synthesize it. The reactants are: O.[CH3:2][C:3]1([CH3:21])[O:8][CH2:7][CH:6]([CH2:9][O:10][C:11]2[C:16]([CH3:17])=[CH:15][N:14]=[C:13]([CH2:18][OH:19])[C:12]=2[CH3:20])[CH2:5][O:4]1. (6) Given the product [F:1][C:2]1[C:13]([F:14])=[C:12]([F:15])[CH:11]=[CH:10][C:3]=1[NH:4][C@@H:5]([CH3:9])[C:6]([O:8][CH3:17])=[O:7], predict the reactants needed to synthesize it. The reactants are: [F:1][C:2]1[C:13]([F:14])=[C:12]([F:15])[CH:11]=[CH:10][C:3]=1[NH:4][C@@H:5]([CH3:9])[C:6]([OH:8])=[O:7].Cl.[CH3:17]O.